This data is from Full USPTO retrosynthesis dataset with 1.9M reactions from patents (1976-2016). The task is: Predict the reactants needed to synthesize the given product. (1) Given the product [C:12]([O:11][C:9]([C:16]([NH2:23])([OH:19])[C@@H:27]([CH3:28])[C:26]#[CH:25])=[O:10])([CH3:13])([CH3:14])[CH3:15], predict the reactants needed to synthesize it. The reactants are: [C:9](O[C:9]([O:11][C:12]([CH3:15])([CH3:14])[CH3:13])=[O:10])([O:11][C:12]([CH3:15])([CH3:14])[CH3:13])=[O:10].[C:16](=[O:19])([O-])[O-].[Na+].[Na+].[Cl-].[NH4+:23].O1[CH2:28][CH2:27][CH2:26][CH2:25]1. (2) Given the product [Cl:1][C:2]1[CH:7]=[CH:6][N:5]=[C:4]([C:8]2([CH3:9])[O:13][CH2:12][CH2:11][O:10]2)[CH:3]=1, predict the reactants needed to synthesize it. The reactants are: [Cl:1][C:2]1[CH:7]=[CH:6][N:5]=[C:4]([C:8](=[O:10])[CH3:9])[CH:3]=1.[CH2:11](O)[CH2:12][OH:13].C1(C)C=CC(S(O)(=O)=O)=CC=1. (3) Given the product [CH3:4][O:3][C:1]([CH:5]1[CH2:6][CH2:7][CH:8]([C:11](=[O:13])[C:21]2[CH:22]=[CH:23][CH:24]=[CH:25][C:20]=2[F:19])[CH2:9][CH2:10]1)=[O:2], predict the reactants needed to synthesize it. The reactants are: [C:1]([C@H:5]1[CH2:10][CH2:9][C@H:8]([C:11]([OH:13])=O)[CH2:7][CH2:6]1)([O:3][CH3:4])=[O:2].S(Cl)(Cl)=O.[I-].[F:19][C:20]1[CH:25]=[CH:24][CH:23]=[CH:22][C:21]=1[Zn+]. (4) Given the product [CH3:14][O:15][CH2:16][N:3]1[C:2](=[O:1])[N:6](/[CH:7]=[CH:8]/[C:9]([O:11][CH3:12])=[O:10])[N:5]=[N:4]1, predict the reactants needed to synthesize it. The reactants are: [O:1]=[C:2]1[N:6](/[CH:7]=[CH:8]/[C:9]([O:11][CH3:12])=[O:10])[N:5]=[N:4][NH:3]1.Br[CH2:14][O:15][CH3:16]. (5) Given the product [Cl:13][C:14]1[CH:22]=[CH:21][C:17]([C:18]([NH:7][C:6]2[CH:8]=[CH:9][CH:10]=[C:4]([O:3][C:2]([F:11])([F:12])[F:1])[CH:5]=2)=[O:19])=[CH:16][C:15]=1[I:23], predict the reactants needed to synthesize it. The reactants are: [F:1][C:2]([F:12])([F:11])[O:3][C:4]1[CH:5]=[C:6]([CH:8]=[CH:9][CH:10]=1)[NH2:7].[Cl:13][C:14]1[CH:22]=[CH:21][C:17]([C:18](Cl)=[O:19])=[CH:16][C:15]=1[I:23]. (6) Given the product [ClH:1].[Cl:1][C:2]1[CH:3]=[CH:4][C:5]([NH:8][C:9](=[O:33])[NH:10][C@H:11]([C:27]2[CH:32]=[CH:31][CH:30]=[CH:29][CH:28]=2)[C:12]([NH:14][C:15]2[CH:20]=[CH:19][C:18]([N:21]3[CH2:25][CH2:24][CH2:23][C:22]3=[NH:26])=[CH:17][CH:16]=2)=[O:13])=[CH:6][CH:7]=1, predict the reactants needed to synthesize it. The reactants are: [Cl:1][C:2]1[CH:7]=[CH:6][C:5]([NH:8][C:9](=[O:33])[NH:10][C@H:11]([C:27]2[CH:32]=[CH:31][CH:30]=[CH:29][CH:28]=2)[C:12]([NH:14][C:15]2[CH:20]=[CH:19][C:18]([N:21]3[CH2:25][CH2:24][CH2:23][C:22]3=[NH:26])=[CH:17][CH:16]=2)=[O:13])=[CH:4][CH:3]=1.COC(C)(C)C.